From a dataset of Full USPTO retrosynthesis dataset with 1.9M reactions from patents (1976-2016). Predict the reactants needed to synthesize the given product. (1) The reactants are: [CH3:1][O:2][C:3]([CH:5]1[CH2:10][NH:9][CH2:8][C:7](=[O:11])[N:6]1[CH2:12][C:13]1[CH:18]=[CH:17][C:16]([C:19]#[N:20])=[C:15]([N:21]=[C:22](C2C=CC=CC=2)C2C=CC=CC=2)[CH:14]=1)=[O:4].C([O-])([O-])=O.[K+].[K+].C(OC([N:48]1[C:56]2[C:51](=[CH:52][C:53]([Cl:57])=[CH:54][CH:55]=2)[CH:50]=[C:49]1[CH2:58]Br)=O)(C)(C)C.CC#[N:62]. Given the product [CH3:1][O:2][C:3]([CH:5]1[CH2:10][N:9]([CH2:58][C:49]2[NH:48][C:56]3[C:51]([CH:50]=2)=[CH:52][C:53]([Cl:57])=[CH:54][CH:55]=3)[CH2:8][C:7](=[O:11])[N:6]1[CH2:12][C:13]1[CH:14]=[C:15]2[C:16]([C:19]([NH2:20])=[N:62][CH:22]=[N:21]2)=[CH:17][CH:18]=1)=[O:4], predict the reactants needed to synthesize it. (2) The reactants are: [F:1][C:2]1([F:36])[CH2:4][CH:3]1[CH2:5][CH2:6][O:7][C:8]1[CH:35]=[CH:34][C:11]2[N:12]=[C:13]([C:15]3[N:20]=[CH:19][C:18]([O:21][CH2:22][C@@H:23]([NH:25][C:26](=[O:32])OC(C)(C)C)[CH3:24])=[CH:17][C:16]=3[F:33])[O:14][C:10]=2[CH:9]=1.Cl.[C:38](OCC)(=O)C. Given the product [F:1][C:2]1([F:36])[CH2:4][CH:3]1[CH2:5][CH2:6][O:7][C:8]1[CH:9]=[CH:10][C:11]2[N:12]=[C:13]([C:15]3[N:20]=[CH:19][C:18]([O:21][CH2:22][C@@H:23]([NH:25][C:26](=[O:32])[CH3:38])[CH3:24])=[CH:17][C:16]=3[F:33])[O:14][C:34]=2[CH:35]=1, predict the reactants needed to synthesize it. (3) Given the product [CH3:15][N:16]1[CH2:21][CH2:20][N:19]([C:2]2[CH:7]=[CH:6][C:5]([NH2:8])=[CH:4][C:3]=2[C:11]([F:14])([F:13])[F:12])[CH2:18][CH2:17]1, predict the reactants needed to synthesize it. The reactants are: F[C:2]1[CH:7]=[CH:6][C:5]([N+:8]([O-])=O)=[CH:4][C:3]=1[C:11]([F:14])([F:13])[F:12].[CH3:15][N:16]1[CH2:21][CH2:20][NH:19][CH2:18][CH2:17]1.C(=O)([O-])[O-].[K+].[K+].C(=O)(O)[O-].[Na+]. (4) Given the product [NH2:54][CH2:53][C:50]1[CH:49]=[CH:48][C:47]([C:46]2[N:42]([C@@H:10]3[CH2:11][C@:12]45[C:29]6[C@H:20]([CH2:19][CH2:18][C@H:17]4[C@@:16]([CH3:41])([CH2:15][O:14][CH2:13]5)[C@H:9]3[O:8][CH2:7][C@@:6]([NH2:5])([CH3:59])[C:55]([CH3:56])([CH3:58])[CH3:57])[C@:21]3([CH3:40])[C@:26]([CH3:30])([C@H:25]([C:31]([OH:33])=[O:32])[C@:24]([C@H:35]([CH3:39])[CH:36]([CH3:38])[CH3:37])([CH3:34])[CH2:23][CH2:22]3)[CH2:27][CH:28]=6)[N:43]=[CH:44][N:45]=2)=[CH:52][CH:51]=1, predict the reactants needed to synthesize it. The reactants are: C(O)(=O)C.[NH2:5][C@:6]([CH3:59])([C:55]([CH3:58])([CH3:57])[CH3:56])[CH2:7][O:8][C@@H:9]1[C@@:16]2([CH3:41])[C@@H:17]3[CH2:18][CH2:19][C@H:20]4[C:29]([C@@:12]3([CH2:13][O:14][CH2:15]2)[CH2:11][C@H:10]1[N:42]1[C:46]([C:47]2[CH:52]=[CH:51][C:50]([C:53]#[N:54])=[CH:49][CH:48]=2)=[N:45][CH:44]=[N:43]1)=[CH:28][CH2:27][C@:26]1([CH3:30])[C@:21]4([CH3:40])[CH2:22][CH2:23][C@@:24]([C@H:35]([CH3:39])[CH:36]([CH3:38])[CH3:37])([CH3:34])[C@H:25]1[C:31]([OH:33])=[O:32]. (5) Given the product [CH2:44]([C@H:8]1[C@H:9]([NH:36][C:37](=[O:43])[O:38][C:39]([CH3:40])([CH3:42])[CH3:41])[C:10](=[O:11])[N:12]2[CH2:16][C@H:15]([OH:17])[CH2:14][C@H:13]2[C:18](=[O:35])[NH:19][C@:20]2([C:25](=[O:34])[NH:26][S:27]([C:30]3([CH3:33])[CH2:31][CH2:32]3)(=[O:29])=[O:28])[CH2:21][C@H:22]2[CH:6]=[CH:5][CH2:4][CH2:3][C@@H:2]([CH3:1])[O:7]1)[CH3:45], predict the reactants needed to synthesize it. The reactants are: [CH3:1][C@@H:2]([O:7][C@@H:8]([CH2:44][CH3:45])[C@H:9]([NH:36][C:37](=[O:43])[O:38][C:39]([CH3:42])([CH3:41])[CH3:40])[C:10]([N:12]1[CH2:16][C@H:15]([OH:17])[CH2:14][C@H:13]1[C:18](=[O:35])[NH:19][C@:20]1([C:25](=[O:34])[NH:26][S:27]([C:30]2([CH3:33])[CH2:32][CH2:31]2)(=[O:29])=[O:28])[CH2:22][C@H:21]1C=C)=[O:11])[CH2:3][CH2:4][CH:5]=[CH2:6]. (6) Given the product [F:1][C:2]1[CH:3]=[CH:4][C:5]2[N:6]([C:10]([C:11]([CH3:18])([N:13]3[CH2:17][CH2:16][CH2:15][CH2:14]3)[CH3:12])=[N:9][N:8]=2)[CH:7]=1, predict the reactants needed to synthesize it. The reactants are: [F:1][C:2]1[CH:3]=[CH:4][C:5]([NH:8][NH:9][C:10](=O)[C:11]([CH3:18])([N:13]2[CH2:17][CH2:16][CH2:15][CH2:14]2)[CH3:12])=[N:6][CH:7]=1.C1C=CC(P(C2C=CC=CC=2)C2C=CC=CC=2)=CC=1.CCN(CC)CC.ClC(Cl)(Cl)C(Cl)(Cl)Cl. (7) The reactants are: [N:1]([CH2:4][C@@H:5]1[O:9][C:8](=[O:10])[N:7]([C:11]2[CH:16]=[CH:15][C:14]([O:17][CH2:18][C:19]3[CH:24]=[CH:23][CH:22]=[CH:21][CH:20]=3)=[C:13]([F:25])[CH:12]=2)[CH2:6]1)=[N+:2]=[N-:3].[CH:26]12CC(C=C1)C=[CH:27]2. Given the product [CH2:18]([O:17][C:14]1[CH:15]=[CH:16][C:11]([N:7]2[CH2:6][C@H:5]([CH2:4][N:1]3[CH:27]=[CH:26][N:3]=[N:2]3)[O:9][C:8]2=[O:10])=[CH:12][C:13]=1[F:25])[C:19]1[CH:20]=[CH:21][CH:22]=[CH:23][CH:24]=1, predict the reactants needed to synthesize it. (8) Given the product [F:16][C:17]([F:46])([F:47])[C:18]1[CH:19]=[C:20]([CH2:28][CH2:29][N:30]([CH3:45])[C:31](=[O:44])[C@@H:32]([N:9]2[CH2:10][CH2:11][CH:6]([N:5]([CH2:4][CH:1]3[CH2:2][CH2:3]3)[CH2:12][CH2:13][CH2:14][OH:15])[CH2:7][CH2:8]2)[C:33]2[CH:38]=[CH:37][CH:36]=[CH:35][CH:34]=2)[CH:21]=[C:22]([C:24]([F:26])([F:27])[F:25])[CH:23]=1, predict the reactants needed to synthesize it. The reactants are: [CH:1]1([CH2:4][N:5]([CH2:12][CH2:13][CH2:14][OH:15])[CH:6]2[CH2:11][CH2:10][NH:9][CH2:8][CH2:7]2)[CH2:3][CH2:2]1.[F:16][C:17]([F:47])([F:46])[C:18]1[CH:19]=[C:20]([CH2:28][CH2:29][N:30]([CH3:45])[C:31](=[O:44])[C@H:32](OS(C)(=O)=O)[C:33]2[CH:38]=[CH:37][CH:36]=[CH:35][CH:34]=2)[CH:21]=[C:22]([C:24]([F:27])([F:26])[F:25])[CH:23]=1.C(N(CC)CC)C. (9) Given the product [Si:1]([O:8][CH:9]1[C:17]2[C:12](=[CH:13][C:14]([S:18]([Cl:37])(=[O:20])=[O:19])=[CH:15][CH:16]=2)[CH2:11][CH2:10]1)([C:4]([CH3:7])([CH3:6])[CH3:5])([CH3:3])[CH3:2], predict the reactants needed to synthesize it. The reactants are: [Si:1]([O:8][CH:9]1[C:17]2[C:12](=[CH:13][C:14]([S:18](CCC(OC)=O)(=[O:20])=[O:19])=[CH:15][CH:16]=2)[CH2:11][CH2:10]1)([C:4]([CH3:7])([CH3:6])[CH3:5])([CH3:3])[CH3:2].C[O-].[Na+].C1C(=O)N([Cl:37])C(=O)C1.